From a dataset of Forward reaction prediction with 1.9M reactions from USPTO patents (1976-2016). Predict the product of the given reaction. (1) Given the reactants [CH2:1]([O:3][C:4]([C:6]1[N:7]([C:27]2[CH:32]=[CH:31][C:30]([O:33][CH:34]([CH3:36])[CH3:35])=[CH:29][CH:28]=2)[C:8]2[C:13]([C:14]=1[N:15]([C:23](=[O:25])[CH3:24])[C:16]([O:18][C:19]([CH3:22])([CH3:21])[CH3:20])=[O:17])=[CH:12][C:11]([OH:26])=[CH:10][CH:9]=2)=[O:5])[CH3:2].[F:37][C:38]([F:50])([F:49])[O:39][C:40]1[CH:45]=[CH:44][C:43](B(O)O)=[CH:42][CH:41]=1, predict the reaction product. The product is: [CH2:1]([O:3][C:4]([C:6]1[N:7]([C:27]2[CH:32]=[CH:31][C:30]([O:33][CH:34]([CH3:35])[CH3:36])=[CH:29][CH:28]=2)[C:8]2[C:13]([C:14]=1[N:15]([C:23](=[O:25])[CH3:24])[C:16]([O:18][C:19]([CH3:20])([CH3:21])[CH3:22])=[O:17])=[CH:12][C:11]([O:26][C:43]1[CH:42]=[CH:41][C:40]([O:39][C:38]([F:37])([F:49])[F:50])=[CH:45][CH:44]=1)=[CH:10][CH:9]=2)=[O:5])[CH3:2]. (2) Given the reactants [CH3:1][O:2][C:3](=[O:14])[CH2:4][C:5]1[CH:10]=[CH:9][C:8]([N+:11]([O-:13])=[O:12])=[CH:7][CH:6]=1.[CH2:15]1OCCOCCOCCOCCOCCOC1.CI.[H-].[Na+], predict the reaction product. The product is: [N+:11]([C:8]1[CH:7]=[CH:6][C:5]([CH:4]([CH3:15])[C:3]([O:2][CH3:1])=[O:14])=[CH:10][CH:9]=1)([O-:13])=[O:12]. (3) Given the reactants O1[C:5]2([CH2:10][CH2:9][CH:8]([CH2:11][O:12][C:13](=[O:15])[CH3:14])[CH2:7][CH2:6]2)[O:4]CC1.C1(C)C=CC(S([O-])(=O)=O)=CC=1.[NH+]1C=CC=CC=1, predict the reaction product. The product is: [O:4]=[C:5]1[CH2:10][CH2:9][CH:8]([CH2:11][O:12][C:13](=[O:15])[CH3:14])[CH2:7][CH2:6]1. (4) The product is: [Cl:22][C:23]1[CH:24]=[C:25]([CH2:29][C:30]([NH:1][N:2]2[N:11]=[C:10]([S:12]([C:15]3[CH:16]=[CH:17][CH:18]=[CH:19][CH:20]=3)(=[O:14])=[O:13])[C:9]3[C:4](=[CH:5][CH:6]=[CH:7][CH:8]=3)[C:3]2=[O:21])=[O:31])[CH:26]=[CH:27][CH:28]=1. Given the reactants [NH2:1][N:2]1[N:11]=[C:10]([S:12]([C:15]2[CH:20]=[CH:19][CH:18]=[CH:17][CH:16]=2)(=[O:14])=[O:13])[C:9]2[C:4](=[CH:5][CH:6]=[CH:7][CH:8]=2)[C:3]1=[O:21].[Cl:22][C:23]1[CH:24]=[C:25]([CH2:29][C:30](O)=[O:31])[CH:26]=[CH:27][CH:28]=1, predict the reaction product. (5) The product is: [NH2:1][C:2]1[C:11]2[C:6](=[C:7]([C:21]3[CH:22]=[C:23]([CH3:26])[CH:24]=[CH:25][C:20]=3[CH3:19])[CH:8]=[CH:9][CH:10]=2)[N:5]=[N:4][C:3]=1[C:13]([NH:15][CH2:16][CH2:17][CH3:18])=[O:14]. Given the reactants [NH2:1][C:2]1[C:11]2[C:6](=[C:7](I)[CH:8]=[CH:9][CH:10]=2)[N:5]=[N:4][C:3]=1[C:13]([NH:15][CH2:16][CH2:17][CH3:18])=[O:14].[CH3:19][C:20]1[CH:25]=[CH:24][C:23]([CH3:26])=[CH:22][C:21]=1B(O)O, predict the reaction product. (6) Given the reactants [OH:1][C@@H:2]([C:6]1[CH:15]=[CH:14][C:9]([C:10]([O:12][CH3:13])=[O:11])=[CH:8][CH:7]=1)[CH2:3][CH2:4][CH3:5].C(N(CC)CC)C.[CH3:23][S:24](Cl)(=[O:26])=[O:25], predict the reaction product. The product is: [CH3:23][S:24]([O:1][C@@H:2]([C:6]1[CH:15]=[CH:14][C:9]([C:10]([O:12][CH3:13])=[O:11])=[CH:8][CH:7]=1)[CH2:3][CH2:4][CH3:5])(=[O:26])=[O:25]. (7) Given the reactants [CH2:1]([O:3][C:4]([CH:6]1[CH2:11][CH2:10][NH:9][CH2:8][CH2:7]1)=[O:5])[CH3:2].Cl[C:13]1[CH:18]=[CH:17][C:16]([O:19][CH3:20])=[CH:15][N:14]=1.C1C=CC(P(C2C(C3C(P(C4C=CC=CC=4)C4C=CC=CC=4)=CC=C4C=3C=CC=C4)=C3C(C=CC=C3)=CC=2)C2C=CC=CC=2)=CC=1.C(O[K])(C)(C)C, predict the reaction product. The product is: [CH2:1]([O:3][C:4]([CH:6]1[CH2:11][CH2:10][N:9]([C:13]2[CH:18]=[CH:17][C:16]([O:19][CH3:20])=[CH:15][N:14]=2)[CH2:8][CH2:7]1)=[O:5])[CH3:2]. (8) Given the reactants [I:1][C:2]1[CH:3]=[C:4]([OH:8])[CH:5]=[CH:6][CH:7]=1.[Si:9](Cl)([C:22]([CH3:25])([CH3:24])[CH3:23])([C:16]1[CH:21]=[CH:20][CH:19]=[CH:18][CH:17]=1)[C:10]1[CH:15]=[CH:14][CH:13]=[CH:12][CH:11]=1.N1C=CN=C1, predict the reaction product. The product is: [Si:9]([O:8][C:4]1[CH:3]=[C:2]([I:1])[CH:7]=[CH:6][CH:5]=1)([C:22]([CH3:25])([CH3:24])[CH3:23])([C:16]1[CH:17]=[CH:18][CH:19]=[CH:20][CH:21]=1)[C:10]1[CH:15]=[CH:14][CH:13]=[CH:12][CH:11]=1.